The task is: Regression. Given two drug SMILES strings and cell line genomic features, predict the synergy score measuring deviation from expected non-interaction effect.. This data is from NCI-60 drug combinations with 297,098 pairs across 59 cell lines. (1) Drug 1: CC1C(C(CC(O1)OC2CC(CC3=C2C(=C4C(=C3O)C(=O)C5=C(C4=O)C(=CC=C5)OC)O)(C(=O)CO)O)N)O.Cl. Drug 2: CC(CN1CC(=O)NC(=O)C1)N2CC(=O)NC(=O)C2. Cell line: TK-10. Synergy scores: CSS=13.5, Synergy_ZIP=1.60, Synergy_Bliss=7.00, Synergy_Loewe=2.85, Synergy_HSA=5.67. (2) Drug 1: CC1=C(C=C(C=C1)C(=O)NC2=CC(=CC(=C2)C(F)(F)F)N3C=C(N=C3)C)NC4=NC=CC(=N4)C5=CN=CC=C5. Drug 2: CCCCCOC(=O)NC1=NC(=O)N(C=C1F)C2C(C(C(O2)C)O)O. Cell line: NCI-H460. Synergy scores: CSS=-1.54, Synergy_ZIP=1.17, Synergy_Bliss=0.992, Synergy_Loewe=-2.82, Synergy_HSA=-2.65. (3) Drug 1: CN1CCC(CC1)COC2=C(C=C3C(=C2)N=CN=C3NC4=C(C=C(C=C4)Br)F)OC. Drug 2: N.N.Cl[Pt+2]Cl. Cell line: K-562. Synergy scores: CSS=51.7, Synergy_ZIP=-0.779, Synergy_Bliss=3.59, Synergy_Loewe=0.315, Synergy_HSA=3.92. (4) Drug 1: CC(C1=C(C=CC(=C1Cl)F)Cl)OC2=C(N=CC(=C2)C3=CN(N=C3)C4CCNCC4)N. Drug 2: CS(=O)(=O)CCNCC1=CC=C(O1)C2=CC3=C(C=C2)N=CN=C3NC4=CC(=C(C=C4)OCC5=CC(=CC=C5)F)Cl. Cell line: HCT116. Synergy scores: CSS=13.1, Synergy_ZIP=-5.01, Synergy_Bliss=0.270, Synergy_Loewe=-8.61, Synergy_HSA=-1.34. (5) Drug 1: COC1=NC(=NC2=C1N=CN2C3C(C(C(O3)CO)O)O)N. Drug 2: CN(CCCl)CCCl.Cl. Cell line: NCI-H226. Synergy scores: CSS=-1.34, Synergy_ZIP=1.53, Synergy_Bliss=0.436, Synergy_Loewe=-5.72, Synergy_HSA=-3.59. (6) Drug 1: COC1=CC(=CC(=C1O)OC)C2C3C(COC3=O)C(C4=CC5=C(C=C24)OCO5)OC6C(C(C7C(O6)COC(O7)C8=CC=CS8)O)O. Drug 2: CC1=C2C(C(=O)C3(C(CC4C(C3C(C(C2(C)C)(CC1OC(=O)C(C(C5=CC=CC=C5)NC(=O)OC(C)(C)C)O)O)OC(=O)C6=CC=CC=C6)(CO4)OC(=O)C)O)C)O. Cell line: MOLT-4. Synergy scores: CSS=56.3, Synergy_ZIP=-3.04, Synergy_Bliss=-7.15, Synergy_Loewe=-7.76, Synergy_HSA=-4.28. (7) Drug 1: C#CCC(CC1=CN=C2C(=N1)C(=NC(=N2)N)N)C3=CC=C(C=C3)C(=O)NC(CCC(=O)O)C(=O)O. Drug 2: CC1C(C(CC(O1)OC2CC(CC3=C2C(=C4C(=C3O)C(=O)C5=CC=CC=C5C4=O)O)(C(=O)C)O)N)O. Cell line: A498. Synergy scores: CSS=69.6, Synergy_ZIP=-8.94, Synergy_Bliss=-10.0, Synergy_Loewe=-2.53, Synergy_HSA=-1.65.